This data is from Reaction yield outcomes from USPTO patents with 853,638 reactions. The task is: Predict the reaction yield, written as a fraction of the theoretical maximum amount of product (1.0 means a 100% yield; for example, 0.34 means a 34% yield). The reactants are Cl[C:2]1[N:7]=[C:6]([N:8]2[CH2:13][CH2:12][N:11]([C:14]([O:16][C:17]([CH3:20])([CH3:19])[CH3:18])=[O:15])[CH2:10][CH2:9]2)[CH:5]=[CH:4][N:3]=1.[F:21][C:22]1[CH:27]=[C:26]([F:28])[CH:25]=[CH:24][C:23]=1OB(O)O.O. The catalyst is C(=O)([O-])[O-].[Na+].[Na+].C1(C)C=CC=CC=1. The product is [F:21][C:22]1[CH:27]=[C:26]([F:28])[CH:25]=[CH:24][C:23]=1[C:2]1[N:7]=[C:6]([N:8]2[CH2:13][CH2:12][N:11]([C:14]([O:16][C:17]([CH3:20])([CH3:19])[CH3:18])=[O:15])[CH2:10][CH2:9]2)[CH:5]=[CH:4][N:3]=1. The yield is 0.400.